Dataset: Catalyst prediction with 721,799 reactions and 888 catalyst types from USPTO. Task: Predict which catalyst facilitates the given reaction. (1) Reactant: C(Cl)CCl.C1C=CC2N(O)N=NC=2C=1.[C:15]1([C:44]2[CH:49]=[CH:48][CH:47]=[CH:46][CH:45]=2)[CH:20]=[CH:19][C:18]([NH:21][C:22](=[O:43])[NH:23][C@@H:24]([CH2:36][C:37]2[CH:42]=[CH:41][CH:40]=[CH:39][CH:38]=2)[C:25](NCCCN(CC)CC)=[O:26])=[CH:17][CH:16]=1.[CH:50]([NH:53][CH2:54][CH2:55][NH2:56])([CH3:52])[CH3:51].CN1CCOCC1. Product: [C:15]1([C:44]2[CH:45]=[CH:46][CH:47]=[CH:48][CH:49]=2)[CH:20]=[CH:19][C:18]([NH:21][C:22](=[O:43])[NH:23][C@@H:24]([CH2:36][C:37]2[CH:42]=[CH:41][CH:40]=[CH:39][CH:38]=2)[C:25]([NH:56][CH2:55][CH2:54][NH:53][CH:50]([CH3:52])[CH3:51])=[O:26])=[CH:17][CH:16]=1. The catalyst class is: 31. (2) Reactant: CCCC([C:6]1(CC)C(=O)N[C:10](=O)[NH:9][C:7]1=O)C.[CH3:17][CH2:18][CH2:19][C:20]1[C:25](O)=[C:24](C(C)=O)[CH:23]=[CH:22][C:21]=1OCCCOC1C=CC(OCC(O)=O)=CC=1.CC1C=C(SCC2SC(C3C=CC(C(F)(F)F)=CC=3)=NC=2C)C=CC=1OCC(O)=O. Product: [CH3:10][N:9]1[CH2:17][CH:18]=[C:19]([C:20]2[CH:21]=[CH:22][CH:23]=[CH:24][CH:25]=2)[CH2:6][CH2:7]1. The catalyst class is: 16. (3) Reactant: [CH:1]1[C:6]([C:7]#[N:8])=[CH:5][C:4]2[C:9]([CH2:12][CH2:13][CH2:14][CH2:15][N:16]3[CH2:21][CH2:20][N:19]([C:22]4[CH:23]=[CH:24][C:25]5[O:30][C:29]([C:31]([NH2:33])=[O:32])=[CH:28][C:26]=5[CH:27]=4)[CH2:18][CH2:17]3)=[CH:10][NH:11][C:3]=2[CH:2]=1.[ClH:34]. Product: [CH:1]1[C:6]([C:7]#[N:8])=[CH:5][C:4]2[C:9]([CH2:12][CH2:13][CH2:14][CH2:15][N:16]3[CH2:17][CH2:18][N:19]([C:22]4[CH:23]=[CH:24][C:25]5[O:30][C:29]([C:31]([NH2:33])=[O:32])=[CH:28][C:26]=5[CH:27]=4)[CH2:20][CH2:21]3)=[CH:10][NH:11][C:3]=2[CH:2]=1.[ClH:34]. The catalyst class is: 5. (4) Reactant: [Br:1][C:2]1[CH:7]=[C:6]([Cl:8])[CH:5]=[CH:4][C:3]=1[NH:9][S:10]([C:13]1[CH:18]=[CH:17][C:16]([C:19]([CH3:22])([CH3:21])[CH3:20])=[CH:15][CH:14]=1)(=[O:12])=[O:11].C([O-])([O-])=O.[K+].[K+].[CH3:29][O:30][CH2:31]Cl. Product: [Br:1][C:2]1[CH:7]=[C:6]([Cl:8])[CH:5]=[CH:4][C:3]=1[N:9]([CH2:29][O:30][CH3:31])[S:10]([C:13]1[CH:18]=[CH:17][C:16]([C:19]([CH3:22])([CH3:21])[CH3:20])=[CH:15][CH:14]=1)(=[O:12])=[O:11]. The catalyst class is: 1. (5) Reactant: [CH2:1]([C:3]1[CH:11]=[CH:10][C:9]2[NH:8][C:7]3[CH2:12][CH2:13][N:14]([CH3:16])[CH2:15][C:6]=3[C:5]=2[CH:4]=1)[CH3:2].[OH-].[K+].[CH3:19][C:20]1[CH:25]=[N:24][C:23]([CH:26]=[CH2:27])=[CH:22][N:21]=1. Product: [CH2:1]([C:3]1[CH:11]=[CH:10][C:9]2[N:8]([CH2:27][CH2:26][C:23]3[CH:22]=[N:21][C:20]([CH3:19])=[CH:25][N:24]=3)[C:7]3[CH2:12][CH2:13][N:14]([CH3:16])[CH2:15][C:6]=3[C:5]=2[CH:4]=1)[CH3:2]. The catalyst class is: 264. (6) Reactant: CN(C(ON1N=NC2C=CC=CC1=2)=[N+](C)C)C.[B-](F)(F)(F)F.[F:23][C:24]1[CH:29]=[CH:28][C:27]([N:30]2[C:33](=[O:34])[C@H:32]([S:35][CH2:36][C:37]([C:39]3[CH:44]=[CH:43][C:42]([F:45])=[CH:41][CH:40]=3)=[O:38])[C@H:31]2[C:46]2[CH:60]=[CH:59][C:49]([O:50][CH2:51][C:52]([NH:54][CH2:55][C:56]([OH:58])=O)=[O:53])=[CH:48][CH:47]=2)=[CH:26][CH:25]=1.CN1CCOCC1.[C:68]1([C:74]([C:79]2[CH:84]=[CH:83][CH:82]=[CH:81][CH:80]=2)([C:76]([OH:78])=[O:77])[NH2:75])[CH:73]=[CH:72][CH:71]=[CH:70][CH:69]=1.[BH4-].[Na+].C([O-])(=O)C.[NH4+]. Product: [F:23][C:24]1[CH:25]=[CH:26][C:27]([N:30]2[C:33](=[O:34])[C@H:32]([S:35][CH2:36][CH:37]([C:39]3[CH:40]=[CH:41][C:42]([F:45])=[CH:43][CH:44]=3)[OH:38])[C@H:31]2[C:46]2[CH:60]=[CH:59][C:49]([O:50][CH2:51][C:52]([NH:54][CH2:55][C:56]([NH:75][C:74]([C:79]3[CH:84]=[CH:83][CH:82]=[CH:81][CH:80]=3)([C:68]3[CH:73]=[CH:72][CH:71]=[CH:70][CH:69]=3)[C:76]([OH:78])=[O:77])=[O:58])=[O:53])=[CH:48][CH:47]=2)=[CH:28][CH:29]=1. The catalyst class is: 121.